Task: Predict which catalyst facilitates the given reaction.. Dataset: Catalyst prediction with 721,799 reactions and 888 catalyst types from USPTO (1) Reactant: [NH2:1][C:2]1[C:7]([C:8]#[C:9][C:10]2[CH:15]=[CH:14][C:13]([C:16]([F:19])([F:18])[F:17])=[CH:12][CH:11]=2)=[C:6]([CH3:20])[N:5]=[CH:4][N:3]=1.C(N(CC)CC)C.Cl[CH2:29][C:30]1[O:34][C:33]([C:35]([O:37][CH2:38][CH3:39])=[O:36])=[CH:32][CH:31]=1. Product: [CH3:20][C:6]1[N:5]=[CH:4][N:3]=[C:2]([NH:1][CH2:29][C:30]2[O:34][C:33]([C:35]([O:37][CH2:38][CH3:39])=[O:36])=[CH:32][CH:31]=2)[C:7]=1[C:8]#[C:9][C:10]1[CH:11]=[CH:12][C:13]([C:16]([F:19])([F:17])[F:18])=[CH:14][CH:15]=1. The catalyst class is: 11. (2) Reactant: [CH2:1]([N:3]1[CH:7]=[C:6]([C:8]2[CH:9]=[C:10]([CH:12]=[CH:13][CH:14]=2)[NH2:11])[C:5]([C:15]2[CH:20]=[CH:19][N:18]=[CH:17][CH:16]=2)=[N:4]1)[CH3:2].[N:21]([C:24]1[CH:29]=[CH:28][C:27]([CH:30]([CH3:32])[CH3:31])=[CH:26][CH:25]=1)=[C:22]=[O:23]. Product: [CH2:1]([N:3]1[CH:7]=[C:6]([C:8]2[CH:9]=[C:10]([NH:11][C:22]([NH:21][C:24]3[CH:29]=[CH:28][C:27]([CH:30]([CH3:32])[CH3:31])=[CH:26][CH:25]=3)=[O:23])[CH:12]=[CH:13][CH:14]=2)[C:5]([C:15]2[CH:16]=[CH:17][N:18]=[CH:19][CH:20]=2)=[N:4]1)[CH3:2]. The catalyst class is: 2. (3) Reactant: [C:1]([C:3]1[CH:24]=[CH:23][C:6]([C:7]([CH:9]([C:20](=O)[CH3:21])[CH2:10][CH2:11][CH2:12][CH2:13][CH2:14][C:15]([O:17][CH2:18][CH3:19])=[O:16])=O)=[CH:5][CH:4]=1)#[N:2].[CH2:25]([C:27]1[N:28]([NH2:32])[CH:29]=[CH:30][CH:31]=1)[CH3:26].C(OCC)(=O)C.Cl. Product: [C:1]([C:3]1[CH:24]=[CH:23][C:6]([C:7]2[C:29]3[N:28]([C:27]([CH2:25][CH3:26])=[CH:31][CH:30]=3)[N:32]=[C:20]([CH3:21])[C:9]=2[CH2:10][CH2:11][CH2:12][CH2:13][CH2:14][C:15]([O:17][CH2:18][CH3:19])=[O:16])=[CH:5][CH:4]=1)#[N:2]. The catalyst class is: 743. (4) Reactant: S([O-])([O-])=O.[Na+:5].[Na+].[F:7][C:8]([F:25])([F:24])[C:9]1[CH:14]=[CH:13][C:12]([C:15]2[CH:16]=[C:17]([S:20](Cl)(=[O:22])=[O:21])[S:18][CH:19]=2)=[CH:11][CH:10]=1.C(=O)(O)[O-].[Na+].C(OCC)(=O)C.CCCCCC. Product: [Na+:5].[F:25][C:8]([F:7])([F:24])[C:9]1[CH:10]=[CH:11][C:12]([C:15]2[CH:16]=[C:17]([S:20]([O-:22])=[O:21])[S:18][CH:19]=2)=[CH:13][CH:14]=1. The catalyst class is: 6.